From a dataset of Reaction yield outcomes from USPTO patents with 853,638 reactions. Predict the reaction yield, written as a fraction of the theoretical maximum amount of product (1.0 means a 100% yield; for example, 0.34 means a 34% yield). (1) The reactants are O=P(Cl)(Cl)Cl.[NH4+].[Cl-:7].[CH2:8]([N:10]1[C:14]([C:15]2[CH:20]=[CH:19][N:18]=[CH:17][CH:16]=2)=[C:13]([C:21]2[CH:26]=[CH:25][C:24]([F:27])=[CH:23][CH:22]=2)[NH:12][C:11]1=O)[CH3:9]. No catalyst specified. The product is [Cl:7][C:11]1[N:10]([CH2:8][CH3:9])[C:14]([C:15]2[CH:20]=[CH:19][N:18]=[CH:17][CH:16]=2)=[C:13]([C:21]2[CH:26]=[CH:25][C:24]([F:27])=[CH:23][CH:22]=2)[N:12]=1. The yield is 0.810. (2) The product is [CH3:1][C:2]1[N:3]=[C:4]([CH:7]2[CH2:11][CH2:10][NH:9][CH2:8]2)[S:5][CH:6]=1. The reactants are [CH3:1][C:2]1[N:3]=[C:4]([CH:7]2[CH2:11][CH2:10][N:9](C(OC(C)(C)C)=O)[CH2:8]2)[S:5][CH:6]=1. The yield is 0.980. The catalyst is C(O)(C(F)(F)F)=O.C(Cl)Cl. (3) The reactants are [F:1][C:2]1[CH:7]=[CH:6][C:5]([CH2:8][C:9]([OH:11])=[O:10])=[C:4]([I:12])[CH:3]=1.S(=O)(=O)(O)O.[CH3:18]O. The yield is 0.950. No catalyst specified. The product is [F:1][C:2]1[CH:7]=[CH:6][C:5]([CH2:8][C:9]([O:11][CH3:18])=[O:10])=[C:4]([I:12])[CH:3]=1.